From a dataset of Full USPTO retrosynthesis dataset with 1.9M reactions from patents (1976-2016). Predict the reactants needed to synthesize the given product. (1) The reactants are: [S:1]1[C:5]([CH2:6][O:7][C:8]([NH:10][C@H:11]([CH2:33][C:34]2[CH:39]=[CH:38][CH:37]=[CH:36][CH:35]=2)[CH2:12][NH:13][CH2:14][C@@H:15]([NH:23][C:24]([O:26][CH2:27][C:28]2[S:32][CH:31]=[N:30][CH:29]=2)=[O:25])[CH2:16][C:17]2[CH:22]=[CH:21][CH:20]=[CH:19][CH:18]=2)=[O:9])=[CH:4][N:3]=[CH:2]1.[CH3:40][C:41]([CH3:45])([CH3:44])[CH:42]=O.C(O)(=O)C.C(O[BH-](OC(=O)C)OC(=O)C)(=O)C.[Na+].C([O-])(O)=O.[Na+]. Given the product [CH3:40][C:41]([CH3:45])([CH3:44])[CH2:42][N:13]([CH2:14][C@H:15]([NH:23][C:24]([O:26][CH2:27][C:28]1[S:32][CH:31]=[N:30][CH:29]=1)=[O:25])[CH2:16][C:17]1[CH:18]=[CH:19][CH:20]=[CH:21][CH:22]=1)[CH2:12][C@@H:11]([NH:10][C:8]([O:7][CH2:6][C:5]1[S:1][CH:2]=[N:3][CH:4]=1)=[O:9])[CH2:33][C:34]1[CH:39]=[CH:38][CH:37]=[CH:36][CH:35]=1, predict the reactants needed to synthesize it. (2) Given the product [CH2:1]([N:8]1[CH2:13][CH2:12][CH:11]([O:14][C:22]2[CH:23]=[CH:24][CH:25]=[C:20]([Cl:19])[N:21]=2)[CH2:10][C:9]1([CH3:16])[CH3:15])[C:2]1[CH:3]=[CH:4][CH:5]=[CH:6][CH:7]=1, predict the reactants needed to synthesize it. The reactants are: [CH2:1]([N:8]1[CH2:13][CH2:12][CH:11]([OH:14])[CH2:10][C:9]1([CH3:16])[CH3:15])[C:2]1[CH:7]=[CH:6][CH:5]=[CH:4][CH:3]=1.[H-].[Na+].[Cl:19][C:20]1[CH:25]=[CH:24][CH:23]=[C:22](Cl)[N:21]=1.